Dataset: Reaction yield outcomes from USPTO patents with 853,638 reactions. Task: Predict the reaction yield, written as a fraction of the theoretical maximum amount of product (1.0 means a 100% yield; for example, 0.34 means a 34% yield). (1) The reactants are [H-].[Na+].[CH:3]([O:5][CH2:6][CH3:7])=[O:4].[C:8]1(/[C:14](/[CH2:21][C:22](OCC)=[O:23])=[CH:15]\[C:16]([O:18][CH2:19][CH3:20])=[O:17])[CH:13]=[CH:12][CH:11]=[CH:10][CH:9]=1. The catalyst is CCOCC. The product is [OH:23][CH:22]=[C:21](/[C:14](/[C:8]1[CH:13]=[CH:12][CH:11]=[CH:10][CH:9]=1)=[CH:15]/[C:16]([O:18][CH2:19][CH3:20])=[O:17])[C:3]([O:5][CH2:6][CH3:7])=[O:4]. The yield is 0.970. (2) The reactants are [CH3:1][O:2][C:3]1[CH:4]=[C:5]2[C:10](=[CH:11][C:12]=1[O:13][CH3:14])[N:9]=[CH:8][N:7]=[C:6]2[O:15][C:16]1[CH:22]=[CH:21][C:19]([NH2:20])=[CH:18][CH:17]=1.C1(C)C=CC=CC=1.C(N(CC)CC)C.Cl[C:38](Cl)([O:40][C:41](=[O:47])OC(Cl)(Cl)Cl)Cl.[CH3:49][C:50]1[CH:55]=[CH:54][C:53]([CH3:56])=[CH:52][C:51]=1[S:57][CH:58](C)[CH2:59]O. The catalyst is C(Cl)Cl. The product is [CH3:1][O:2][C:3]1[CH:4]=[C:5]2[C:10](=[CH:11][C:12]=1[O:13][CH3:14])[N:9]=[CH:8][N:7]=[C:6]2[O:15][C:16]1[CH:22]=[CH:21][C:19]([NH:20][C:41](=[O:47])[O:40][CH2:38][CH2:59][CH2:58][S:57][C:51]2[CH:52]=[C:53]([CH3:56])[CH:54]=[CH:55][C:50]=2[CH3:49])=[CH:18][CH:17]=1. The yield is 0.230.